This data is from Full USPTO retrosynthesis dataset with 1.9M reactions from patents (1976-2016). The task is: Predict the reactants needed to synthesize the given product. (1) Given the product [CH3:32][O:31][C:28]1[CH:29]=[C:30]2[C:25](=[CH:26][C:27]=1[O:33][CH3:34])[N:24]=[CH:23][CH:22]=[C:21]2[O:1][C:2]1[CH:3]=[CH:4][C:5]2[O:9][C:8]([C:10]([OH:12])=[O:11])=[CH:7][C:6]=2[CH:13]=1, predict the reactants needed to synthesize it. The reactants are: [OH:1][C:2]1[CH:3]=[CH:4][C:5]2[O:9][C:8]([C:10]([OH:12])=[O:11])=[CH:7][C:6]=2[CH:13]=1.C(=O)([O-])[O-].[Cs+].[Cs+].Cl[C:21]1[C:30]2[C:25](=[CH:26][C:27]([O:33][CH3:34])=[C:28]([O:31][CH3:32])[CH:29]=2)[N:24]=[CH:23][CH:22]=1.Cl. (2) Given the product [F:2][C:3]1[C:4]([C:15]([F:18])([F:16])[F:17])=[C:5]([CH:9]2[CH2:10][CH2:11][N:12]([C:63]([C:62]3[C:61]4[CH2:44][N:41]([C:24]([O:23][C:19]([CH3:20])([CH3:21])[CH3:22])=[O:25])[CH2:58][CH2:59][C:60]=4[NH:65][N:64]=3)=[O:72])[CH2:13][CH2:14]2)[CH:6]=[CH:7][CH:8]=1, predict the reactants needed to synthesize it. The reactants are: Cl.[F:2][C:3]1[C:4]([C:15]([F:18])([F:17])[F:16])=[C:5]([CH:9]2[CH2:14][CH2:13][NH:12][CH2:11][CH2:10]2)[CH:6]=[CH:7][CH:8]=1.[C:19]([O:23][C:24](C1NCC2NN=C(C(O)=O)C=2C1)=[O:25])([CH3:22])([CH3:21])[CH3:20].C([N:41]([CH:44](C)C)CC)(C)C.CCN=C=NCCCN(C)C.[CH:58]1[CH:59]=[CH:60][C:61]2N(O)[N:65]=[N:64][C:62]=2[CH:63]=1.CN(C=[O:72])C. (3) Given the product [CH:29]1([C:32]2[O:33][C:34]([CH3:50])=[C:35]([CH2:37][CH2:38][O:15][C:12]3[CH:13]=[CH:14][C:9]([CH2:8][CH2:7][C:6]([OH:5])=[O:25])=[C:10]([CH2:16][O:17][C:18]4[CH:19]=[CH:24][CH:23]=[CH:22][CH:21]=4)[CH:11]=3)[N:36]=2)[CH2:28][CH2:27][CH2:26][CH2:31][CH2:30]1, predict the reactants needed to synthesize it. The reactants are: C([O:5][C:6](=[O:25])[CH2:7][CH2:8][C:9]1[CH:14]=[CH:13][C:12]([OH:15])=[CH:11][C:10]=1[CH2:16][O:17][CH2:18][C:19]1[CH:24]=[CH:23][CH:22]=[CH:21]C=1)(C)(C)C.[C:26]1(C2C=CC=CC=2)[CH:31]=[CH:30][C:29]([C:32]2[O:33][C:34]([CH3:50])=[C:35]([CH2:37][CH2:38]OS(C3C=CC(C)=CC=3)(=O)=O)[N:36]=2)=[CH:28][CH:27]=1.CN(C=O)C.C(=O)([O-])[O-].[Cs+].[Cs+]. (4) Given the product [F:31][C:29]1[CH:30]=[CH:23][C:24]([C:25]#[N:26])=[C:27]([NH:7][C:8]2[CH:9]=[CH:10][C:11]([C:14]([N:16]3[CH2:17][CH2:18][O:19][CH2:20][CH2:21]3)=[O:15])=[CH:12][CH:13]=2)[CH:28]=1, predict the reactants needed to synthesize it. The reactants are: CC([O-])(C)C.[K+].[NH2:7][C:8]1[CH:13]=[CH:12][C:11]([C:14]([N:16]2[CH2:21][CH2:20][O:19][CH2:18][CH2:17]2)=[O:15])=[CH:10][CH:9]=1.F[C:23]1[CH:30]=[C:29]([F:31])[CH:28]=[CH:27][C:24]=1[C:25]#[N:26].